This data is from Full USPTO retrosynthesis dataset with 1.9M reactions from patents (1976-2016). The task is: Predict the reactants needed to synthesize the given product. (1) Given the product [Cl:29][C:28]1[C:20]([Cl:19])=[CH:21][C:22]2[N:9]([CH2:8][C:41]3[CH:37]=[N:38][O:39][C:40]=3[CH3:42])[C:24]([CH2:30][C:31]([F:32])([F:33])[F:34])=[N:25][C:26]=2[CH:27]=1, predict the reactants needed to synthesize it. The reactants are: [H-].[Na+].ClC1C2N=C(CC(F)(F)F)[N:9](Cl)[C:8]=2C=CC=1.[Cl:19][C:20]1[CH:21]=[C:22]2[C:26](=[CH:27][C:28]=1[Cl:29])[NH:25][C:24]([CH2:30][C:31]([F:34])([F:33])[F:32])=C2.BrC[C:37]1[CH:41]=[C:40]([CH3:42])[O:39][N:38]=1.[NH4+].[Cl-]. (2) Given the product [C:29]([OH:34])(=[O:33])[C:30]([OH:32])=[O:31].[N:1]12[CH2:6][CH2:5][CH:4]([CH2:7][CH2:8]1)[C@@H:3]([NH:9][C:10]([C:12]1[O:13][C:14]3[C:20]([C:21]4[CH:26]=[CH:25][CH:24]=[CH:23][C:22]=4[O:27][CH3:28])=[CH:19][CH:18]=[CH:17][C:15]=3[CH:16]=1)=[O:11])[CH2:2]2, predict the reactants needed to synthesize it. The reactants are: [N:1]12[CH2:8][CH2:7][CH:4]([CH2:5][CH2:6]1)[C@@H:3]([NH:9][C:10]([C:12]1[O:13][C:14]3[C:20]([C:21]4[CH:26]=[CH:25][CH:24]=[CH:23][C:22]=4[O:27][CH3:28])=[CH:19][CH:18]=[CH:17][C:15]=3[CH:16]=1)=[O:11])[CH2:2]2.[C:29]([OH:34])(=[O:33])[C:30]([OH:32])=[O:31]. (3) Given the product [Cl:1][C:2]1[N:10]=[C:9]2[C:5]([N:6]=[C:7]([C:29]([OH:30])([CH3:31])[CH3:28])[N:8]2[CH:11]2[CH2:16][CH2:15][CH2:14][CH2:13][O:12]2)=[C:4]([N:17]2[CH2:22][CH2:21][O:20][CH2:19][CH2:18]2)[N:3]=1, predict the reactants needed to synthesize it. The reactants are: [Cl:1][C:2]1[N:10]=[C:9]2[C:5]([N:6]=[CH:7][N:8]2[CH:11]2[CH2:16][CH2:15][CH2:14][CH2:13][O:12]2)=[C:4]([N:17]2[CH2:22][CH2:21][O:20][CH2:19][CH2:18]2)[N:3]=1.C([Li])CCC.[CH3:28][C:29]([CH3:31])=[O:30]. (4) Given the product [CH3:54][Sn:55]([CH3:57])([CH3:56])[C:2]1[S:6][C:5]([C:7]2[S:8][C:9]3[N:10]=[C:11]([C:15]4[S:16][C:17]([Sn:55]([CH3:57])([CH3:56])[CH3:54])=[CH:18][C:19]=4[CH2:20][CH2:21][CH2:22][CH2:23][CH2:24][CH2:25][CH2:26][CH2:27][CH2:28][CH2:29][CH2:30][CH2:31][CH2:32][CH3:33])[S:12][C:13]=3[N:14]=2)=[C:4]([CH2:35][CH2:36][CH2:37][CH2:38][CH2:39][CH2:40][CH2:41][CH2:42][CH2:43][CH2:44][CH2:45][CH2:46][CH2:47][CH3:48])[CH:3]=1, predict the reactants needed to synthesize it. The reactants are: Br[C:2]1[S:6][C:5]([C:7]2[S:8][C:9]3[N:10]=[C:11]([C:15]4[S:16][C:17](Br)=[CH:18][C:19]=4[CH2:20][CH2:21][CH2:22][CH2:23][CH2:24][CH2:25][CH2:26][CH2:27][CH2:28][CH2:29][CH2:30][CH2:31][CH2:32][CH3:33])[S:12][C:13]=3[N:14]=2)=[C:4]([CH2:35][CH2:36][CH2:37][CH2:38][CH2:39][CH2:40][CH2:41][CH2:42][CH2:43][CH2:44][CH2:45][CH2:46][CH2:47][CH3:48])[CH:3]=1.C([Li])CCC.[CH3:54][Sn:55](Cl)([CH3:57])[CH3:56].